Dataset: Reaction yield outcomes from USPTO patents with 853,638 reactions. Task: Predict the reaction yield, written as a fraction of the theoretical maximum amount of product (1.0 means a 100% yield; for example, 0.34 means a 34% yield). (1) The reactants are [CH3:1][N:2]([CH3:29])[CH2:3][CH2:4][CH2:5][NH:6][C:7]1[CH:12]=[C:11]([CH:13]([OH:28])[C:14]2[CH:19]=[CH:18][C:17]([NH:20]C(=O)OC(C)(C)C)=[CH:16][CH:15]=2)[CH:10]=[CH:9][N:8]=1.[SiH](CC)(CC)CC.C(O)(C(F)(F)F)=O. The catalyst is C(Cl)Cl. The product is [NH2:20][C:17]1[CH:16]=[CH:15][C:14]([CH:13]([C:11]2[CH:10]=[CH:9][N:8]=[C:7]([NH:6][CH2:5][CH2:4][CH2:3][N:2]([CH3:1])[CH3:29])[CH:12]=2)[OH:28])=[CH:19][CH:18]=1. The yield is 0.500. (2) The reactants are C[O:2][C:3]([C:5]1[S:6][C:7]([C:20]2[CH:25]=[CH:24][CH:23]=[CH:22][CH:21]=2)=[CH:8][C:9]=1[NH:10][CH2:11][C:12]1[CH:17]=[CH:16][C:15]([Cl:18])=[CH:14][C:13]=1[Cl:19])=[O:4].[Li+].[OH-]. The catalyst is C1COCC1.CO.O. The product is [Cl:19][C:13]1[CH:14]=[C:15]([Cl:18])[CH:16]=[CH:17][C:12]=1[CH2:11][NH:10][C:9]1[CH:8]=[C:7]([C:20]2[CH:21]=[CH:22][CH:23]=[CH:24][CH:25]=2)[S:6][C:5]=1[C:3]([OH:4])=[O:2]. The yield is 0.630. (3) The reactants are Cl[C:2]1[CH:9]=[CH:8][C:5]([C:6]#[N:7])=[C:4]([CH3:10])[N:3]=1.C([O-])=O.[NH4+]. The catalyst is CO.[Pd]. The product is [CH3:10][C:4]1[N:3]=[CH:2][CH:9]=[CH:8][C:5]=1[C:6]#[N:7]. The yield is 0.810. (4) The reactants are [Br:1][C:2]1[CH:7]=[CH:6][C:5]([N:8]([CH3:12])[CH2:9][CH2:10][OH:11])=[C:4]([N:13]=O)[CH:3]=1.S(S([O-])=O)([O-])=O.[Na+].[Na+]. The yield is 0.503. The product is [NH2:13][C:4]1[CH:3]=[C:2]([Br:1])[CH:7]=[CH:6][C:5]=1[N:8]([CH3:12])[CH2:9][CH2:10][OH:11]. The catalyst is C1COCC1.